From a dataset of Catalyst prediction with 721,799 reactions and 888 catalyst types from USPTO. Predict which catalyst facilitates the given reaction. (1) Reactant: B(Br)(Br)Br.[F:5][C:6]1[CH:11]=[CH:10][C:9]([C:12]2[N:16]3[N:17]=[CH:18][C:19]([C:21]([F:24])([F:23])[F:22])=[N:20][C:15]3=[N:14][CH:13]=2)=[CH:8][C:7]=1[O:25]C. Product: [F:5][C:6]1[CH:11]=[CH:10][C:9]([C:12]2[N:16]3[N:17]=[CH:18][C:19]([C:21]([F:22])([F:23])[F:24])=[N:20][C:15]3=[N:14][CH:13]=2)=[CH:8][C:7]=1[OH:25]. The catalyst class is: 4. (2) Reactant: [CH2:1]([O:3][C:4]([O:6][C:7]1[C:12]([O:13][CH3:14])=[CH:11][C:10]([C:15]([O:17][C@H:18]2[C@H:38]([O:39][CH3:40])[C@@H:37]([C:41]([O:43][CH3:44])=[O:42])[C@@H:36]3[C@@H:20]([CH2:21][N:22]4[C@H:34]([CH2:35]3)[C:33]3[NH:32][C:31]5[C:26](=[CH:27][CH:28]=[C:29]([OH:45])[CH:30]=5)[C:25]=3[CH2:24][CH2:23]4)[CH2:19]2)=[O:16])=[CH:9][C:8]=1[O:46][CH3:47])=[O:5])[CH3:2].[C:48](OC(=O)C)(=[O:50])[CH3:49]. Product: [C:48]([O:45][C:29]1[CH:30]=[C:31]2[C:26](=[CH:27][CH:28]=1)[C:25]1[CH2:24][CH2:23][N:22]3[C@H:34]([CH2:35][C@H:36]4[C@@H:20]([CH2:21]3)[CH2:19][C@@H:18]([O:17][C:15]([C:10]3[CH:9]=[C:8]([O:46][CH3:47])[C:7]([O:6][C:4]([O:3][CH2:1][CH3:2])=[O:5])=[C:12]([O:13][CH3:14])[CH:11]=3)=[O:16])[C@H:38]([O:39][CH3:40])[C@H:37]4[C:41]([O:43][CH3:44])=[O:42])[C:33]=1[NH:32]2)(=[O:50])[CH3:49]. The catalyst class is: 79.